Dataset: Forward reaction prediction with 1.9M reactions from USPTO patents (1976-2016). Task: Predict the product of the given reaction. (1) The product is: [O:38]=[S:2]1(=[O:1])[CH2:6][CH2:5][CH2:4][CH:3]1[C:7]1[CH:37]=[CH:36][C:10]2[NH:11][C:12]([C:17]3[C:22](=[O:23])[N:21]([CH2:24][C:25]4[CH:30]=[CH:29][C:28]([F:31])=[CH:27][CH:26]=4)[N:20]4[CH:32]=[CH:33][CH:34]=[C:19]4[C:18]=3[OH:35])=[N:13][S:14](=[O:16])(=[O:15])[C:9]=2[CH:8]=1. Given the reactants [O:1]=[S:2]1(=[O:38])[CH2:6][CH2:5][CH:4]=[C:3]1[C:7]1[CH:37]=[CH:36][C:10]2[NH:11][C:12]([C:17]3[C:22](=[O:23])[N:21]([CH2:24][C:25]4[CH:30]=[CH:29][C:28]([F:31])=[CH:27][CH:26]=4)[N:20]4[CH:32]=[CH:33][CH:34]=[C:19]4[C:18]=3[OH:35])=[N:13][S:14](=[O:16])(=[O:15])[C:9]=2[CH:8]=1.[H][H].C(OCC)C, predict the reaction product. (2) The product is: [F:1][C:2]1[CH:10]=[C:9]([F:11])[CH:8]=[C:7]([NH:12][C:13]2[N:18]=[C:17]([NH:19][C:20]3[CH:25]=[CH:24][C:23]([CH:26]4[CH2:31][CH2:30][N:29]([CH2:32][CH2:33][CH3:34])[CH2:28][CH2:27]4)=[CH:22][C:21]=3[O:35][CH3:36])[NH:16][C:15]3=[N:37][CH:38]=[CH:39][C:14]=23)[C:3]=1[C:4]([NH2:6])=[O:5]. Given the reactants [F:1][C:2]1[CH:10]=[C:9]([F:11])[CH:8]=[C:7]([NH:12][C:13]2[C:14]3[CH:39]=[CH:38][N:37](S(C4C=CC(C)=CC=4)(=O)=O)[C:15]=3[N:16]=[C:17]([NH:19][C:20]3[CH:25]=[CH:24][C:23]([CH:26]4[CH2:31][CH2:30][N:29]([CH2:32][CH2:33][CH3:34])[CH2:28][CH2:27]4)=[CH:22][C:21]=3[O:35][CH3:36])[N:18]=2)[C:3]=1[C:4]([NH2:6])=[O:5].[OH-].[K+], predict the reaction product. (3) Given the reactants [CH:1]([Si:4]([CH:13]([CH3:15])[CH3:14])([CH:10]([CH3:12])[CH3:11])[C:5]1[O:6][CH:7]=[CH:8][N:9]=1)([CH3:3])[CH3:2].CCCCCC.C([Li])CCC.[B:27]([O:36][CH:37]([CH3:39])[CH3:38])([O:32][CH:33]([CH3:35])[CH3:34])OC(C)C.CC(O)(C(C)(O)C)C, predict the reaction product. The product is: [CH3:39][C:37]1([CH3:38])[C:33]([CH3:34])([CH3:35])[O:32][B:27]([C:7]2[O:6][C:5]([Si:4]([CH:1]([CH3:3])[CH3:2])([CH:10]([CH3:12])[CH3:11])[CH:13]([CH3:15])[CH3:14])=[N:9][CH:8]=2)[O:36]1. (4) Given the reactants [F:1][CH:2]([F:14])[C:3]1[NH:7][C:6]2[CH:8]=[CH:9][CH:10]=[C:11]([O:12][CH3:13])[C:5]=2[N:4]=1.[Cl:15][C:16]1[N:21]=[C:20](Cl)[N:19]=[C:18]([N:23]2[CH2:28][CH2:27][O:26][CH2:25][CH2:24]2)[N:17]=1, predict the reaction product. The product is: [Cl:15][C:16]1[N:17]=[C:18]([N:23]2[CH2:24][CH2:25][O:26][CH2:27][CH2:28]2)[N:19]=[C:20]([N:7]2[C:6]3[CH:8]=[CH:9][CH:10]=[C:11]([O:12][CH3:13])[C:5]=3[N:4]=[C:3]2[CH:2]([F:1])[F:14])[N:21]=1. (5) The product is: [Br:1][C:14]1[CH:13]=[C:12]([CH2:15][C:16]2[CH:21]=[CH:20][C:19]([CH3:22])=[CH:18][CH:17]=2)[C:11]([CH3:23])=[CH:10][C:9]=1[O:8][CH3:7]. Given the reactants [Br:1]Br.C(O)(=O)C.[CH3:7][O:8][C:9]1[CH:14]=[CH:13][C:12]([CH2:15][C:16]2[CH:21]=[CH:20][C:19]([CH3:22])=[CH:18][CH:17]=2)=[C:11]([CH3:23])[CH:10]=1, predict the reaction product. (6) Given the reactants [CH:1]1([C:4]2[NH:8][N:7]=[C:6]([NH:9][C:10]3[C:11]4[CH2:25][CH2:24][CH2:23][C:12]=4[N:13]=[C:14]([N:16]4[CH2:19][CH2:18][C@H:17]4[C:20]([OH:22])=O)[N:15]=3)[CH:5]=2)[CH2:3][CH2:2]1.[F:26][C:27]1[N:32]=[CH:31][C:30]([NH2:33])=[CH:29][CH:28]=1.CN(C(ON1N=NC2C=CC=NC1=2)=[N+](C)C)C.F[P-](F)(F)(F)(F)F.CCN(C(C)C)C(C)C, predict the reaction product. The product is: [CH:1]1([C:4]2[NH:8][N:7]=[C:6]([NH:9][C:10]3[C:11]4[CH2:25][CH2:24][CH2:23][C:12]=4[N:13]=[C:14]([N:16]4[CH2:19][CH2:18][C@H:17]4[C:20]([NH:33][C:30]4[CH:31]=[N:32][C:27]([F:26])=[CH:28][CH:29]=4)=[O:22])[N:15]=3)[CH:5]=2)[CH2:3][CH2:2]1. (7) The product is: [CH2:20]([O:19][C:17]([C:10]1[C:11]2[CH2:12][CH2:13][CH2:14][CH2:15][C:16]=2[N:8]([CH2:7][C:6]([OH:22])=[O:5])[N:9]=1)=[O:18])[CH3:21]. Given the reactants C([O:5][C:6](=[O:22])[CH2:7][N:8]1[C:16]2[CH2:15][CH2:14][CH2:13][CH2:12][C:11]=2[C:10]([C:17]([O:19][CH2:20][CH3:21])=[O:18])=[N:9]1)(C)(C)C.C(O)(C(F)(F)F)=O, predict the reaction product. (8) Given the reactants [C:1]([O:5][C:6]([N:8]1[CH2:13][CH2:12][N:11]([C:14](=[O:30])[C:15]2[CH:20]=[CH:19][C:18]([N:21]3[C@H:25]([CH2:26][OH:27])[CH2:24][O:23][C:22]3=[O:28])=[CH:17][C:16]=2[F:29])[CH2:10][CH2:9]1)=[O:7])([CH3:4])([CH3:3])[CH3:2].[CH3:31]I, predict the reaction product. The product is: [C:1]([O:5][C:6]([N:8]1[CH2:9][CH2:10][N:11]([C:14](=[O:30])[C:15]2[CH:20]=[CH:19][C:18]([N:21]3[C@H:25]([CH2:26][O:27][CH3:31])[CH2:24][O:23][C:22]3=[O:28])=[CH:17][C:16]=2[F:29])[CH2:12][CH2:13]1)=[O:7])([CH3:4])([CH3:2])[CH3:3].